From a dataset of Forward reaction prediction with 1.9M reactions from USPTO patents (1976-2016). Predict the product of the given reaction. (1) Given the reactants [Cl:1][C:2]1[N:7]=[C:6](Cl)[C:5]([N+:9]([O-:11])=[O:10])=[CH:4][N:3]=1.C([O-])(O)=O.[Na+].[CH2:17]([O:19][C:20](=[O:28])[C:21]1[CH:26]=[CH:25][C:24]([OH:27])=[CH:23][CH:22]=1)[CH3:18], predict the reaction product. The product is: [CH2:17]([O:19][C:20](=[O:28])[C:21]1[CH:26]=[CH:25][C:24]([O:27][C:6]2[C:5]([N+:9]([O-:11])=[O:10])=[CH:4][N:3]=[C:2]([Cl:1])[N:7]=2)=[CH:23][CH:22]=1)[CH3:18]. (2) Given the reactants [C:1]([N:8]1[CH2:13][CH2:12][O:11][CH:10]([C:14]([OH:16])=O)[CH2:9]1)([O:3][C:4]([CH3:7])([CH3:6])[CH3:5])=[O:2].[CH3:17][N:18](C(ON1N=NC2C=CC=NC1=2)=[N+](C)C)C.F[P-](F)(F)(F)(F)F.C(N(CC)C(C)C)(C)C.CN, predict the reaction product. The product is: [CH3:17][NH:18][C:14]([CH:10]1[O:11][CH2:12][CH2:13][N:8]([C:1]([O:3][C:4]([CH3:7])([CH3:6])[CH3:5])=[O:2])[CH2:9]1)=[O:16].